This data is from Aqueous solubility values for 9,982 compounds from the AqSolDB database. The task is: Regression/Classification. Given a drug SMILES string, predict its absorption, distribution, metabolism, or excretion properties. Task type varies by dataset: regression for continuous measurements (e.g., permeability, clearance, half-life) or binary classification for categorical outcomes (e.g., BBB penetration, CYP inhibition). For this dataset (solubility_aqsoldb), we predict Y. (1) The compound is CC1CCC2C(=O)OC(=O)C2C1. The Y is -1.30 log mol/L. (2) The compound is CC1=C/C(=N\Nc2ccccc2[N+](=O)[O-])C(=O)C=C1. The Y is -5.75 log mol/L. (3) The drug is NC(N)=O.OC[P+](CO)(CO)CO.[Cl-]. The Y is 0.425 log mol/L. (4) The compound is CCCOc1ccc([N+](=O)[O-])cc1N. The Y is -3.16 log mol/L. (5) The molecule is CC(C)CCCCCCCCCCCCCCCOC(=O)CCCCCCCCCCCCCCC(C)C. The Y is -7.09 log mol/L. (6) The compound is Clc1cc(Cl)c(-c2c(Cl)cc(Cl)c(Cl)c2Cl)cc1Cl. The Y is -7.92 log mol/L. (7) The compound is NC(=O)c1ccccc1O. The Y is -1.76 log mol/L. (8) The drug is Nc1ncccc1O. The Y is -0.346 log mol/L. (9) The compound is FC(F)(F)C(F)(F)C(F)(F)C(F)(F)C(F)(F)C(F)(F)C(F)(F)C(F)(F)F. The Y is -7.64 log mol/L. (10) The molecule is Cc1ccc2c(c1)C(=O)N(C)c1cc(N)ccc1O2. The Y is -3.93 log mol/L.